From a dataset of Forward reaction prediction with 1.9M reactions from USPTO patents (1976-2016). Predict the product of the given reaction. Given the reactants [H-].[Na+].[C:3]([O:11][CH2:12][CH3:13])(=[O:10])[CH2:4][C:5]([O:7][CH2:8][CH3:9])=[O:6].[Br:14][C:15]1[CH:20]=[CH:19][C:18]([O:21][CH2:22][CH2:23]Br)=[CH:17][CH:16]=1, predict the reaction product. The product is: [Br:14][C:15]1[CH:20]=[CH:19][C:18]([O:21][CH2:22][CH2:23][CH:4]([C:5]([O:7][CH2:8][CH3:9])=[O:6])[C:3]([O:11][CH2:12][CH3:13])=[O:10])=[CH:17][CH:16]=1.